From a dataset of CYP1A2 inhibition data for predicting drug metabolism from PubChem BioAssay. Regression/Classification. Given a drug SMILES string, predict its absorption, distribution, metabolism, or excretion properties. Task type varies by dataset: regression for continuous measurements (e.g., permeability, clearance, half-life) or binary classification for categorical outcomes (e.g., BBB penetration, CYP inhibition). Dataset: cyp1a2_veith. The molecule is OC[C@@H]1O[C@@H](n2cnc3cncnc32)[C@@H](O)[C@H]1O. The result is 0 (non-inhibitor).